The task is: Predict the reactants needed to synthesize the given product.. This data is from Full USPTO retrosynthesis dataset with 1.9M reactions from patents (1976-2016). (1) Given the product [Br:1][C:2]1[N:3]([CH2:14][O:13][CH2:12][CH2:11][Si:10]([CH3:17])([CH3:16])[CH3:9])[C:4]([Br:8])=[C:5]([Br:7])[N:6]=1, predict the reactants needed to synthesize it. The reactants are: [Br:1][C:2]1[NH:3][C:4]([Br:8])=[C:5]([Br:7])[N:6]=1.[CH3:9][Si:10]([CH3:17])([CH3:16])[CH2:11][CH2:12][O:13][CH2:14]Cl. (2) Given the product [OH:1][C:2]1[CH:15]=[CH:14][C:5]2[N:6]=[C:7]([NH:9][C:10]([NH:24][CH2:23][CH2:22][N:16]3[CH2:21][CH2:20][O:19][CH2:18][CH2:17]3)=[O:13])[S:8][C:4]=2[CH:3]=1, predict the reactants needed to synthesize it. The reactants are: [OH:1][C:2]1[CH:15]=[CH:14][C:5]2[N:6]=[C:7]([NH:9][C:10](=[O:13])OC)[S:8][C:4]=2[CH:3]=1.[N:16]1([CH2:22][CH2:23][NH2:24])[CH2:21][CH2:20][O:19][CH2:18][CH2:17]1. (3) The reactants are: [CH3:1][O:2][C:3]1[CH:4]=[C:5]2[CH2:14][CH:13]([CH2:15][CH:16]3[CH2:21][CH2:20][N:19]([CH2:22][C:23]4[CH:24]=[CH:25][CH:26]=[CH:27][CH:28]=4)[CH2:18][CH2:17]3)[C:11](=[O:12])[C:6]2=[CH:7][C:8]=1[O:9][CH3:10].[C:29]1([S:35]([OH:38])(=[O:37])=[O:36])[CH:34]=[CH:33][CH:32]=[CH:31][CH:30]=1.C. Given the product [CH3:1][O:2][C:3]1[CH:4]=[C:5]2[CH2:14][CH:13]([CH2:15][CH:16]3[CH2:17][CH2:18][N:19]([CH2:22][C:23]4[CH:28]=[CH:27][CH:26]=[CH:25][CH:24]=4)[CH2:20][CH2:21]3)[C:11](=[O:12])[C:6]2=[CH:7][C:8]=1[O:9][CH3:10].[C:29]1([S:35]([O-:38])(=[O:37])=[O:36])[CH:34]=[CH:33][CH:32]=[CH:31][CH:30]=1, predict the reactants needed to synthesize it. (4) Given the product [ClH:1].[ClH:1].[CH3:3][N:4]([CH3:30])[C@@H:5]1[CH2:9][CH2:8][N:7]([CH2:10][CH:11]([CH:23]2[CH2:28][CH2:27][CH2:26][CH2:25][CH:24]2[OH:48])[C:12]2[CH:17]=[CH:16][CH:15]=[C:14]([O:18][C:19]([F:22])([F:21])[F:20])[CH:13]=2)[CH2:6]1, predict the reactants needed to synthesize it. The reactants are: [ClH:1].Cl.[CH3:3][N:4]([CH3:30])[C@@H:5]1[CH2:9][CH2:8][N:7]([CH2:10][CH:11]([C:23]2(O)[CH2:28][CH2:27][CH2:26][CH2:25][CH2:24]2)[C:12]2[CH:17]=[CH:16][CH:15]=[C:14]([O:18][C:19]([F:22])([F:21])[F:20])[CH:13]=2)[CH2:6]1.Cl.Cl.CN[C@@H]1CCN(CC(C2(O)CCCCC2)C2C=CC=C([O:48]C(F)(F)F)C=2)C1. (5) The reactants are: [CH3:1][O:2][C:3]1[CH:4]=[C:5]([CH:11]2[CH2:16][CH:15]([C:17]([F:20])([F:19])[F:18])[N:14]3[N:21]=[C:22]([C:24](O)=[O:25])[CH:23]=[C:13]3[NH:12]2)[CH:6]=[CH:7][C:8]=1[O:9][CH3:10].[N:27]1([C:33]([O:35][C:36]([CH3:39])([CH3:38])[CH3:37])=[O:34])[CH2:32][CH2:31][NH:30][CH2:29][CH2:28]1.CN(C(ON1N=NC2C=CC=NC1=2)=[N+](C)C)C.F[P-](F)(F)(F)(F)F.C(N(CC)C(C)C)(C)C.CN(C=O)C. Given the product [CH3:1][O:2][C:3]1[CH:4]=[C:5]([CH:11]2[CH2:16][CH:15]([C:17]([F:18])([F:20])[F:19])[N:14]3[N:21]=[C:22]([C:24]([N:30]4[CH2:29][CH2:28][N:27]([C:33]([O:35][C:36]([CH3:39])([CH3:38])[CH3:37])=[O:34])[CH2:32][CH2:31]4)=[O:25])[CH:23]=[C:13]3[NH:12]2)[CH:6]=[CH:7][C:8]=1[O:9][CH3:10], predict the reactants needed to synthesize it. (6) The reactants are: [NH:1]1[CH2:6][CH2:5][CH:4]([N:7]2[CH:11]=[C:10]([C:12]3[CH:17]=[N:16][N:15]4[C:18]([C:21]5[CH:22]=[C:23]([NH:27][C:28]([NH:30][CH2:31][C:32]([F:35])([F:34])[F:33])=[O:29])[CH:24]=[CH:25][CH:26]=5)=[CH:19][N:20]=[C:14]4[CH:13]=3)[CH:9]=[N:8]2)[CH2:3][CH2:2]1.[CH:36]1([CH2:39][CH2:40][C:41](O)=[O:42])[CH2:38][CH2:37]1. Given the product [CH:36]1([CH2:39][CH2:40][C:41]([N:1]2[CH2:6][CH2:5][CH:4]([N:7]3[CH:11]=[C:10]([C:12]4[CH:17]=[N:16][N:15]5[C:18]([C:21]6[CH:22]=[C:23]([NH:27][C:28]([NH:30][CH2:31][C:32]([F:33])([F:35])[F:34])=[O:29])[CH:24]=[CH:25][CH:26]=6)=[CH:19][N:20]=[C:14]5[CH:13]=4)[CH:9]=[N:8]3)[CH2:3][CH2:2]2)=[O:42])[CH2:38][CH2:37]1, predict the reactants needed to synthesize it. (7) Given the product [F:31][C:27]1[C:28]([F:30])=[CH:29][C:24]([C:21]2[CH:22]=[CH:23][C:18]([O:17][CH2:16][C:13]3[CH:14]=[C:15]4[C:10]([CH:9]=[CH:8][N:7]4[CH2:6][CH2:5][C:4]([OH:34])=[O:3])=[CH:11][CH:12]=3)=[CH:19][CH:20]=2)=[C:25]([O:32][CH3:33])[CH:26]=1, predict the reactants needed to synthesize it. The reactants are: C([O:3][C:4](=[O:34])[CH2:5][CH2:6][N:7]1[C:15]2[C:10](=[CH:11][CH:12]=[C:13]([CH2:16][O:17][C:18]3[CH:23]=[CH:22][C:21]([C:24]4[CH:29]=[C:28]([F:30])[C:27]([F:31])=[CH:26][C:25]=4[O:32][CH3:33])=[CH:20][CH:19]=3)[CH:14]=2)[CH:9]=[CH:8]1)C.O1CCCC1.[OH-].[Li+].O[Li].O. (8) Given the product [F:1][C:2]1[CH:7]=[C:6]([F:8])[CH:5]=[CH:4][C:3]=1[C:9]1[CH:18]=[CH:17][C:16]2[C:11](=[CH:12][CH:13]=[C:14]([OH:19])[CH:15]=2)[C:10]=1[C:21]([C:23]1[CH:28]=[CH:27][C:26]([O:29][CH2:30][CH2:31][N:32]2[CH2:37][CH2:36][CH2:35][CH2:34][CH2:33]2)=[CH:25][CH:24]=1)=[O:22], predict the reactants needed to synthesize it. The reactants are: [F:1][C:2]1[CH:7]=[C:6]([F:8])[CH:5]=[CH:4][C:3]=1[C:9]1[CH:18]=[CH:17][C:16]2[C:11](=[CH:12][CH:13]=[C:14]([O:19]C)[CH:15]=2)[C:10]=1[C:21]([C:23]1[CH:28]=[CH:27][C:26]([O:29][CH2:30][CH2:31][N:32]2[CH2:37][CH2:36][CH2:35][CH2:34][CH2:33]2)=[CH:25][CH:24]=1)=[O:22].Cl.CCOCC.B(Br)(Br)Br.C(=O)(O)[O-].[Na+]. (9) Given the product [F:53][C:54]1[CH:55]=[CH:56][C:57]([C@@H:60]2[O:65][CH2:64][CH2:63][N:62]([CH:2]([C:4]3[CH:9]=[CH:8][C:7]([C@H:10]([NH:12][S:13]([CH3:16])(=[O:15])=[O:14])[CH3:11])=[CH:6][CH:5]=3)[CH3:3])[CH2:61]2)=[CH:58][CH:59]=1, predict the reactants needed to synthesize it. The reactants are: O[CH:2]([C:4]1[CH:9]=[CH:8][C:7]([C@H:10]([NH:12][S:13]([CH3:16])(=[O:15])=[O:14])[CH3:11])=[CH:6][CH:5]=1)[CH3:3].Cl.ClC1C=CC=CC=1C1OCCN(CC2C=CC([C@H](NS(C)(=O)=O)C(F)(F)F)=CC=2)C1.C(Br)(=O)C.Cl.[F:53][C:54]1[CH:59]=[CH:58][C:57]([C@@H:60]2[O:65][CH2:64][CH2:63][NH:62][CH2:61]2)=[CH:56][CH:55]=1.C([O-])([O-])=O.[K+].[K+]. (10) The reactants are: [N+:1]([O-:4])(O)=[O:2].[Cl:5][C:6]1[CH:7]=[C:8]2[C:13](=[CH:14][CH:15]=1)[O:12][C:11](=[O:16])[CH:10]=[C:9]2[OH:17]. Given the product [Cl:5][C:6]1[CH:7]=[C:8]2[C:13](=[CH:14][CH:15]=1)[O:12][C:11](=[O:16])[C:10]([N+:1]([O-:4])=[O:2])=[C:9]2[OH:17], predict the reactants needed to synthesize it.